From a dataset of Peptide-MHC class I binding affinity with 185,985 pairs from IEDB/IMGT. Regression. Given a peptide amino acid sequence and an MHC pseudo amino acid sequence, predict their binding affinity value. This is MHC class I binding data. (1) The peptide sequence is LQMEDKAWLV. The MHC is HLA-A02:17 with pseudo-sequence HLA-A02:17. The binding affinity (normalized) is 0.558. (2) The MHC is HLA-A68:01 with pseudo-sequence HLA-A68:01. The peptide sequence is AVDPAKAYK. The binding affinity (normalized) is 0.298. (3) The peptide sequence is IMDNSAKYV. The MHC is HLA-B45:01 with pseudo-sequence HLA-B45:01. The binding affinity (normalized) is 0. (4) The peptide sequence is GQLVEVDTL. The MHC is H-2-Kb with pseudo-sequence H-2-Kb. The binding affinity (normalized) is 0. (5) The peptide sequence is IYKGVYQFK. The MHC is HLA-A11:01 with pseudo-sequence HLA-A11:01. The binding affinity (normalized) is 0.392. (6) The peptide sequence is AVDLSHFLR. The MHC is HLA-B57:01 with pseudo-sequence HLA-B57:01. The binding affinity (normalized) is 0.